Dataset: Peptide-MHC class II binding affinity with 134,281 pairs from IEDB. Task: Regression. Given a peptide amino acid sequence and an MHC pseudo amino acid sequence, predict their binding affinity value. This is MHC class II binding data. (1) The peptide sequence is LVKYVNGDGDVVAVDIKEKG. The MHC is DRB1_1201 with pseudo-sequence DRB1_1201. The binding affinity (normalized) is 0.400. (2) The peptide sequence is SLILPGIKAQQSKLA. The MHC is HLA-DQA10201-DQB10303 with pseudo-sequence HLA-DQA10201-DQB10303. The binding affinity (normalized) is 0.556. (3) The peptide sequence is EKKYFAATQFEPLAH. The MHC is HLA-DQA10401-DQB10402 with pseudo-sequence HLA-DQA10401-DQB10402. The binding affinity (normalized) is 0.455. (4) The peptide sequence is DISWESDAEITGSSERV. The MHC is DRB3_0101 with pseudo-sequence DRB3_0101. The binding affinity (normalized) is 0. (5) The binding affinity (normalized) is 0.126. The MHC is DRB1_1101 with pseudo-sequence DRB1_1101. The peptide sequence is GDGKISLSELTDALR. (6) The peptide sequence is EHEILNDSGETVKCR. The MHC is HLA-DQA10201-DQB10303 with pseudo-sequence HLA-DQA10201-DQB10303. The binding affinity (normalized) is 0.316. (7) The peptide sequence is PANPGLIIGALA. The MHC is HLA-DQA10501-DQB10201 with pseudo-sequence HLA-DQA10501-DQB10201. The binding affinity (normalized) is 0.212. (8) The binding affinity (normalized) is 0.0949. The MHC is HLA-DQA10301-DQB10302 with pseudo-sequence HLA-DQA10301-DQB10302. The peptide sequence is SLLVAPMPTASTAQI. (9) The peptide sequence is LRGLLSTFIAALMGA. The MHC is DRB1_1001 with pseudo-sequence DRB1_1001. The binding affinity (normalized) is 0.506.